This data is from NCI-60 drug combinations with 297,098 pairs across 59 cell lines. The task is: Regression. Given two drug SMILES strings and cell line genomic features, predict the synergy score measuring deviation from expected non-interaction effect. (1) Drug 1: CN(C)C1=NC(=NC(=N1)N(C)C)N(C)C. Drug 2: C#CCC(CC1=CN=C2C(=N1)C(=NC(=N2)N)N)C3=CC=C(C=C3)C(=O)NC(CCC(=O)O)C(=O)O. Cell line: T-47D. Synergy scores: CSS=-0.849, Synergy_ZIP=1.36, Synergy_Bliss=0.665, Synergy_Loewe=-3.93, Synergy_HSA=-3.44. (2) Drug 1: C1=C(C(=O)NC(=O)N1)N(CCCl)CCCl. Drug 2: CC1CCC2CC(C(=CC=CC=CC(CC(C(=O)C(C(C(=CC(C(=O)CC(OC(=O)C3CCCCN3C(=O)C(=O)C1(O2)O)C(C)CC4CCC(C(C4)OC)OCCO)C)C)O)OC)C)C)C)OC. Cell line: PC-3. Synergy scores: CSS=35.9, Synergy_ZIP=-5.75, Synergy_Bliss=-0.842, Synergy_Loewe=-19.0, Synergy_HSA=5.31. (3) Drug 1: CC1OCC2C(O1)C(C(C(O2)OC3C4COC(=O)C4C(C5=CC6=C(C=C35)OCO6)C7=CC(=C(C(=C7)OC)O)OC)O)O. Drug 2: CCCS(=O)(=O)NC1=C(C(=C(C=C1)F)C(=O)C2=CNC3=C2C=C(C=N3)C4=CC=C(C=C4)Cl)F. Synergy scores: CSS=39.9, Synergy_ZIP=-6.06, Synergy_Bliss=-5.40, Synergy_Loewe=-15.5, Synergy_HSA=-2.70. Cell line: CAKI-1.